From a dataset of Forward reaction prediction with 1.9M reactions from USPTO patents (1976-2016). Predict the product of the given reaction. (1) Given the reactants [Br:1][C:2]1[CH:7]=[CH:6][CH:5]=[CH:4][C:3]=1[CH:8]([OH:12])[C:9]([OH:11])=[O:10].S(=O)(=O)(O)O.[CH3:18]O, predict the reaction product. The product is: [Br:1][C:2]1[CH:7]=[CH:6][CH:5]=[CH:4][C:3]=1[CH:8]([OH:12])[C:9]([O:11][CH3:18])=[O:10]. (2) Given the reactants [F:1][C:2]1[CH:8]=[CH:7][C:6]([I:9])=[CH:5][C:3]=1[NH2:4].[N:10]([O-])=O.[Na+].[CH3:14][O:15][CH2:16][C:17](=[O:23])[CH2:18][C:19]([O:21][CH3:22])=[O:20].CC([O-])=O.[Na+], predict the reaction product. The product is: [F:1][C:2]1[CH:8]=[CH:7][C:6]([I:9])=[CH:5][C:3]=1[NH:4][N:10]=[C:18]([C:17](=[O:23])[CH2:16][O:15][CH3:14])[C:19]([O:21][CH3:22])=[O:20]. (3) Given the reactants C[O:2][C:3](=O)[CH:4]=[CH:5][C:6](=[C:11]([NH:13][CH2:14][C:15]1[S:16][CH:17]=[CH:18][N:19]=1)[CH3:12])[C:7]([O:9][CH3:10])=[O:8].C[O-].[Na+].[Br:24]N1C(=O)CCC1=O, predict the reaction product. The product is: [CH3:10][O:9][C:7]([C:6]1[CH:5]=[C:4]([Br:24])[C:3](=[O:2])[N:13]([CH2:14][C:15]2[S:16][CH:17]=[CH:18][N:19]=2)[C:11]=1[CH3:12])=[O:8]. (4) The product is: [CH3:8][C:5]1[CH:6]=[CH:7][C:2]2[NH:1][C:36](=[O:38])[N:9]([CH:10]3[CH2:11][CH2:12][N:13]([C@H:16]4[CH2:21][CH2:20][C@@H:19]([O:22][CH2:23][CH2:24][CH3:25])[CH2:18][CH2:17]4)[CH2:14][CH2:15]3)[C:3]=2[CH:4]=1. Given the reactants [NH2:1][C:2]1[CH:7]=[CH:6][C:5]([CH3:8])=[CH:4][C:3]=1[NH:9][CH:10]1[CH2:15][CH2:14][N:13]([C@H:16]2[CH2:21][CH2:20][C@@H:19]([O:22][CH2:23][CH2:24][CH3:25])[CH2:18][CH2:17]2)[CH2:12][CH2:11]1.C(N(C(C)C)CC)(C)C.Cl[C:36](Cl)([O:38]C(=O)OC(Cl)(Cl)Cl)Cl.O, predict the reaction product. (5) Given the reactants [CH2:1]([O:3][C:4]1[CH:5]=[C:6]([CH:12]=[CH:13][C:14]=1[O:15][CH2:16][CH3:17])[C:7]([O:9][CH2:10][CH3:11])=[O:8])[CH3:2].[N+:18]([O-])([OH:20])=[O:19], predict the reaction product. The product is: [CH2:16]([O:15][C:14]1[C:4]([O:3][CH2:1][CH3:2])=[CH:5][C:6]([C:7]([O:9][CH2:10][CH3:11])=[O:8])=[C:12]([N+:18]([O-:20])=[O:19])[CH:13]=1)[CH3:17].